This data is from Reaction yield outcomes from USPTO patents with 853,638 reactions. The task is: Predict the reaction yield, written as a fraction of the theoretical maximum amount of product (1.0 means a 100% yield; for example, 0.34 means a 34% yield). (1) The reactants are [Br:1][C:2]1[CH:3]=[C:4]2[C:8](=[CH:9][CH:10]=1)[NH:7][C:6](=[O:11])[C:5]2=O.[F:13][C:14]([F:23])([F:22])[C:15]1[CH:16]=[C:17]([CH:19]=[CH:20][CH:21]=1)[NH2:18].C(O)(=O)C. The catalyst is CO. The product is [Br:1][C:2]1[CH:3]=[C:4]2[C:8](=[CH:9][CH:10]=1)[NH:7][C:6](=[O:11])/[C:5]/2=[N:18]\[C:17]1[CH:19]=[CH:20][CH:21]=[C:15]([C:14]([F:13])([F:22])[F:23])[CH:16]=1. The yield is 0.400. (2) The reactants are Br[C:2]1[N:7]=[CH:6][C:5]2=[N:8][N:9]([CH3:12])[C:10]([CH3:11])=[C:4]2[CH:3]=1.[NH2:13][C:14]1[C:15](=[O:22])[N:16]([CH3:21])[CH:17]=[C:18]([Br:20])[CH:19]=1.C(=O)([O-])[O-].[Cs+].[Cs+].C1C=CC(P(C2C(C3C(P(C4C=CC=CC=4)C4C=CC=CC=4)=CC=C4C=3C=CC=C4)=C3C(C=CC=C3)=CC=2)C2C=CC=CC=2)=CC=1. The catalyst is C1C=CC(/C=C/C(/C=C/C2C=CC=CC=2)=O)=CC=1.C1C=CC(/C=C/C(/C=C/C2C=CC=CC=2)=O)=CC=1.C1C=CC(/C=C/C(/C=C/C2C=CC=CC=2)=O)=CC=1.[Pd].[Pd].O1CCOCC1. The product is [Br:20][C:18]1[CH:19]=[C:14]([NH:13][C:2]2[N:7]=[CH:6][C:5]3=[N:8][N:9]([CH3:12])[C:10]([CH3:11])=[C:4]3[CH:3]=2)[C:15](=[O:22])[N:16]([CH3:21])[CH:17]=1. The yield is 0.230. (3) The reactants are C(Cl)[Cl:2].[F:4][C:5]([F:23])([F:22])[C:6]([NH:8][CH:9]1[CH2:14][CH2:13][N:12](C(OC(C)(C)C)=O)[CH2:11][CH2:10]1)=[O:7].Cl. The catalyst is O1CCOCC1. The product is [ClH:2].[F:23][C:5]([F:4])([F:22])[C:6]([NH:8][CH:9]1[CH2:14][CH2:13][NH:12][CH2:11][CH2:10]1)=[O:7]. The yield is 0.960. (4) The reactants are [C:1]1([C:7]2[N:12]3[N:13]=[C:14]([OH:16])[CH:15]=[C:11]3[CH2:10][CH2:9][CH:8]=2)[CH:6]=[CH:5][CH:4]=[CH:3][CH:2]=1.C[Si]([N-][Si](C)(C)C)(C)C.[Na+].[F:27][C:28]([F:43])([S:39](F)(=[O:41])=[O:40])[C:29]([F:38])([F:37])[C:30]([F:36])([F:35])[C:31]([F:34])([F:33])[F:32]. The catalyst is C1COCC1.CCOC(C)=O. The product is [F:43][C:28]([F:27])([S:39]([O:16][C:14]1[CH:15]=[C:11]2[CH2:10][CH2:9][CH:8]=[C:7]([C:1]3[CH:2]=[CH:3][CH:4]=[CH:5][CH:6]=3)[N:12]2[N:13]=1)(=[O:41])=[O:40])[C:29]([F:37])([F:38])[C:30]([F:36])([F:35])[C:31]([F:34])([F:33])[F:32]. The yield is 0.860. (5) The reactants are Br[C:2]1[CH:7]=[CH:6][C:5]([NH:8][C:9]([C:11]2[NH:12][CH:13]=[C:14]([C:16]#[N:17])[N:15]=2)=[O:10])=[C:4]([C:18]2[CH2:23][CH2:22][CH2:21][CH2:20][CH:19]=2)[CH:3]=1.[S:24]1[CH2:29][CH2:28][C:27](=[O:30])[CH2:26][CH2:25]1. The catalyst is CO.C(Cl)Cl. The product is [C:18]1([C:4]2[CH:3]=[C:2]([C:27]3([OH:30])[CH2:28][CH2:29][S:24][CH2:25][CH2:26]3)[CH:7]=[CH:6][C:5]=2[NH:8][C:9]([C:11]2[NH:12][CH:13]=[C:14]([C:16]#[N:17])[N:15]=2)=[O:10])[CH2:23][CH2:22][CH2:21][CH2:20][CH:19]=1. The yield is 0.620. (6) The reactants are [C:1]1([S:7]([C:10]2[CH:11]=[C:12]3[C:17](=[CH:18][CH:19]=2)[CH:16](Cl)[CH2:15][CH2:14][CH2:13]3)(=[O:9])=[O:8])[CH:6]=[CH:5][CH:4]=[CH:3][CH:2]=1.[C:21]([O:25][C:26](=[O:32])[N:27]([CH2:29][CH2:30][NH2:31])[CH3:28])([CH3:24])([CH3:23])[CH3:22].[I-].[Na+].C(=O)([O-])[O-].[K+].[K+]. The catalyst is O.C(#N)C. The product is [C:21]([O:25][C:26](=[O:32])[N:27]([CH2:29][CH2:30][NH:31][CH:16]1[C:17]2[C:12](=[CH:11][C:10]([S:7]([C:1]3[CH:6]=[CH:5][CH:4]=[CH:3][CH:2]=3)(=[O:9])=[O:8])=[CH:19][CH:18]=2)[CH2:13][CH2:14][CH2:15]1)[CH3:28])([CH3:24])([CH3:22])[CH3:23]. The yield is 0.460. (7) The product is [F:26][C:23]([F:24])([F:25])[C:20]1[CH:19]=[CH:18][C:17]([C@H:9]2[CH2:8][C@@H:7]([C:5]3[O:4][NH:3][C:2](=[O:1])[CH:6]=3)[CH2:12][CH2:11][NH:10]2)=[CH:22][CH:21]=1. The reactants are [O:1]=[C:2]1[CH:6]=[C:5]([C@H:7]2[CH2:12][CH2:11][N:10](C(OC)=O)[C@@H:9]([C:17]3[CH:22]=[CH:21][C:20]([C:23]([F:26])([F:25])[F:24])=[CH:19][CH:18]=3)[CH2:8]2)[O:4][NH:3]1.Br. No catalyst specified. The yield is 0.700. (8) The reactants are [CH2:1]([CH:8]1[CH2:13][CH2:12][NH:11][CH2:10][CH2:9]1)[C:2]1[CH:7]=[CH:6][CH:5]=[CH:4][CH:3]=1.[C:14](O[C:14]([O:16][C:17]([CH3:20])([CH3:19])[CH3:18])=[O:15])([O:16][C:17]([CH3:20])([CH3:19])[CH3:18])=[O:15]. The catalyst is C1COCC1. The product is [C:17]([O:16][C:14]([N:11]1[CH2:12][CH2:13][CH:8]([CH2:1][C:2]2[CH:7]=[CH:6][CH:5]=[CH:4][CH:3]=2)[CH2:9][CH2:10]1)=[O:15])([CH3:20])([CH3:19])[CH3:18]. The yield is 0.979. (9) The reactants are [F:1][C:2]([F:15])([F:14])[C:3]1[CH:8]=[CH:7][C:6](/[CH:9]=[CH:10]/[C:11](=[O:13])[CH3:12])=[CH:5][CH:4]=1.B1(C)OC(C2C=CC=CC=2)(C2C=CC=CC=2)[C@@H]2N1CCC2.[B]1OC2C(=CC=CC=2)O1. The catalyst is C1(C)C=CC=CC=1. The product is [F:1][C:2]([F:14])([F:15])[C:3]1[CH:4]=[CH:5][C:6](/[CH:9]=[CH:10]/[C@@H:11]([OH:13])[CH3:12])=[CH:7][CH:8]=1. The yield is 0.990. (10) The reactants are [F:1][C:2]1[CH:6]=[N:5][N:4]([CH3:7])[C:3]=1[C:8]1[CH:9]=[C:10]([NH2:16])[CH:11]=[CH:12][C:13]=1[O:14][CH3:15].[CH3:17][O:18][C:19]1[CH:24]=[CH:23][C:22]([N:25]=[C:26]=[O:27])=[CH:21][CH:20]=1. No catalyst specified. The product is [F:1][C:2]1[CH:6]=[N:5][N:4]([CH3:7])[C:3]=1[C:8]1[CH:9]=[C:10]([NH:16][C:26]([NH:25][C:22]2[CH:23]=[CH:24][C:19]([O:18][CH3:17])=[CH:20][CH:21]=2)=[O:27])[CH:11]=[CH:12][C:13]=1[O:14][CH3:15]. The yield is 0.290.